Dataset: Forward reaction prediction with 1.9M reactions from USPTO patents (1976-2016). Task: Predict the product of the given reaction. Given the reactants [CH3:1][C:2]1([CH3:12])[O:6][C@@H:5]([CH2:7][NH:8][CH2:9][CH2:10][OH:11])[CH2:4][O:3]1.[CH2:13]([O:20][CH2:21][N:22]1[C:30]2[C:29]([O:31][CH3:32])=[N:28][CH:27]=[N:26][C:25]=2[C:24]([CH:33]=O)=[CH:23]1)[C:14]1[CH:19]=[CH:18][CH:17]=[CH:16][CH:15]=1.C(O[BH-](OC(=O)C)OC(=O)C)(=O)C.[Na+], predict the reaction product. The product is: [CH2:13]([O:20][CH2:21][N:22]1[C:30]2[C:29]([O:31][CH3:32])=[N:28][CH:27]=[N:26][C:25]=2[C:24]([CH2:33][N:8]([CH2:7][C@H:5]2[CH2:4][O:3][C:2]([CH3:12])([CH3:1])[O:6]2)[CH2:9][CH2:10][OH:11])=[CH:23]1)[C:14]1[CH:19]=[CH:18][CH:17]=[CH:16][CH:15]=1.